This data is from Forward reaction prediction with 1.9M reactions from USPTO patents (1976-2016). The task is: Predict the product of the given reaction. (1) Given the reactants [CH2:1]([O:3][C:4](=O)[CH2:5][C:6]([C:8]1[CH:13]=[CH:12][C:11]([O:14][CH2:15][C:16]2[C:21]([N:22]3[C:26](=[O:27])[N:25]([CH3:28])[N:24]=[N:23]3)=[CH:20][CH:19]=[CH:18][C:17]=2[CH3:29])=[C:10]([CH3:30])[CH:9]=1)=O)C.[CH3:32][NH:33][NH2:34].[H-].[Na+].S(OC)(OC)(=O)=O, predict the reaction product. The product is: [CH3:1][O:3][C:4]1[N:33]([CH3:32])[N:34]=[C:6]([C:8]2[CH:13]=[CH:12][C:11]([O:14][CH2:15][C:16]3[C:17]([CH3:29])=[CH:18][CH:19]=[CH:20][C:21]=3[N:22]3[C:26](=[O:27])[N:25]([CH3:28])[N:24]=[N:23]3)=[C:10]([CH3:30])[CH:9]=2)[CH:5]=1. (2) Given the reactants Br[C:2]1[C:3]([Cl:12])=[N:4][C:5]([O:10][CH3:11])=[N:6][C:7]=1[O:8][CH3:9].C([Li])CCC.[CH3:18][C:19]([CH3:21])=[O:20], predict the reaction product. The product is: [Cl:12][C:3]1[C:2]([C:19]([OH:20])([CH3:21])[CH3:18])=[C:7]([O:8][CH3:9])[N:6]=[C:5]([O:10][CH3:11])[N:4]=1. (3) Given the reactants [OH:1][C:2]1[C:11](=[O:12])[C:10]2[C:5](=[CH:6][C:7]([I:13])=[CH:8][CH:9]=2)[O:4][C:3]=1[C:14]1[CH:19]=[C:18]([O:20][CH3:21])[C:17]([O:22][CH3:23])=[C:16]([O:24][CH3:25])[CH:15]=1.C(=O)([O-])[O-].[K+].[K+].[I-].[K+].[CH2:34](Cl)[C:35]1[CH:40]=[CH:39][CH:38]=[CH:37][CH:36]=1, predict the reaction product. The product is: [CH2:34]([O:1][C:2]1[C:11](=[O:12])[C:10]2[C:5](=[CH:6][C:7]([I:13])=[CH:8][CH:9]=2)[O:4][C:3]=1[C:14]1[CH:15]=[C:16]([O:24][CH3:25])[C:17]([O:22][CH3:23])=[C:18]([O:20][CH3:21])[CH:19]=1)[C:35]1[CH:40]=[CH:39][CH:38]=[CH:37][CH:36]=1. (4) Given the reactants [N+]([C:4]1[CH:5]=[C:6]2[C:12]([C:13](O)=O)=C[NH:10][C:7]2=N[CH:9]=1)([O-])=O.C[N:17](C(ON1N=NC2C=CC=CC1=2)=[N+](C)C)C.[B-](F)(F)(F)F.CCN(C(C)C)C(C)C.N1C2C(=CC=CN=2)C=C1.C(O)(C(F)(F)F)=O.C(Cl)Cl, predict the reaction product. The product is: [NH:17]1[C:12]2[C:6](=[CH:5][CH:4]=[CH:9][CH:13]=2)[CH:7]=[N:10]1. (5) Given the reactants [F:1][C:2]1[CH:7]=[CH:6][C:5](B(O)O)=[CH:4][CH:3]=1.[CH2:11]([O:18][C:19]1[CH:24]=[C:23]([O:25][CH2:26][CH2:27][CH2:28][C:29]#[N:30])[C:22]([CH2:31][CH3:32])=[CH:21][C:20]=1Br)[C:12]1[CH:17]=[CH:16][CH:15]=[CH:14][CH:13]=1.C1(C)C=CC=CC=1.C(=O)([O-])[O-].[Na+].[Na+], predict the reaction product. The product is: [CH2:11]([O:18][C:19]1[CH:24]=[C:23]([O:25][CH2:26][CH2:27][CH2:28][C:29]#[N:30])[C:22]([CH2:31][CH3:32])=[CH:21][C:20]=1[C:5]1[CH:6]=[CH:7][C:2]([F:1])=[CH:3][CH:4]=1)[C:12]1[CH:13]=[CH:14][CH:15]=[CH:16][CH:17]=1.